From a dataset of Catalyst prediction with 721,799 reactions and 888 catalyst types from USPTO. Predict which catalyst facilitates the given reaction. Reactant: [Cl:1][C:2]1[CH:7]=[CH:6][N:5]=[C:4]2[NH:8][C:9]([C:11]3[CH:16]=[CH:15][C:14]([CH2:17][N:18]4[CH2:23][CH2:22][O:21][CH2:20][CH2:19]4)=[CH:13][CH:12]=3)=[N:10][C:3]=12.[OH:24][CH2:25][C:26]1[CH:31]=[CH:30][C:29](B(O)O)=[CH:28][CH:27]=1.[C:35](=O)([O-])[O-].[Na+].[Na+]. Product: [ClH:1].[N:18]1([CH2:17][C:14]2[CH:15]=[CH:16][C:11]([C:9]3[NH:8][C:4]4=[N:5][CH:6]=[CH:7][C:2]([C:29]5[CH:30]=[CH:31][C:26]([C:25](=[O:24])[CH3:35])=[CH:27][CH:28]=5)=[C:3]4[N:10]=3)=[CH:12][CH:13]=2)[CH2:23][CH2:22][O:21][CH2:20][CH2:19]1. The catalyst class is: 140.